From a dataset of Full USPTO retrosynthesis dataset with 1.9M reactions from patents (1976-2016). Predict the reactants needed to synthesize the given product. (1) Given the product [CH:1]1([CH2:7][NH:8][C:9]2[C:14]([N+:15]([O-:17])=[O:16])=[CH:13][C:12]([NH:18][C:19]3[CH:24]=[CH:23][CH:22]=[CH:21][CH:20]=3)=[C:11]([N:30]3[CH2:31][CH2:32][N:27]([CH3:26])[CH2:28][CH2:29]3)[CH:10]=2)[CH2:6][CH2:5][CH2:4][CH2:3][CH2:2]1, predict the reactants needed to synthesize it. The reactants are: [CH:1]1([CH2:7][NH:8][C:9]2[C:14]([N+:15]([O-:17])=[O:16])=[CH:13][C:12]([NH:18][C:19]3[CH:24]=[CH:23][CH:22]=[CH:21][CH:20]=3)=[C:11](F)[CH:10]=2)[CH2:6][CH2:5][CH2:4][CH2:3][CH2:2]1.[CH3:26][N:27]1[CH2:32][CH2:31][NH:30][CH2:29][CH2:28]1.CCN(C(C)C)C(C)C.O. (2) Given the product [N:1]([C:4]1[C:5]([F:19])=[C:6]([CH:11]2[CH2:15][N:14]([CH2:16][N:20]3[CH:24]=[CH:23][N:22]=[CH:21]3)[C:13](=[O:18])[CH2:12]2)[CH:7]=[CH:8][C:9]=1[F:10])=[N+:2]=[N-:3], predict the reactants needed to synthesize it. The reactants are: [N:1]([C:4]1[C:5]([F:19])=[C:6]([CH:11]2[CH2:15][N:14]([CH2:16]O)[C:13](=[O:18])[CH2:12]2)[CH:7]=[CH:8][C:9]=1[F:10])=[N+:2]=[N-:3].[NH:20]1[CH:24]=[CH:23][N:22]=[CH:21]1.